Dataset: Full USPTO retrosynthesis dataset with 1.9M reactions from patents (1976-2016). Task: Predict the reactants needed to synthesize the given product. Given the product [O:1]1[CH2:21][C@@H:2]1[CH2:3][O:4][C:5]1[C:6]([O:28][CH:26]=[O:27])=[C:7]2[C:11](=[CH:12][CH:13]=1)[NH:10][C:9]([C:14]([O:16][CH2:17][CH3:18])=[O:15])=[CH:8]2, predict the reactants needed to synthesize it. The reactants are: [O:1]1[CH2:21][C@@H:2]1[CH2:3][O:4][C:5]1[C:6](C=O)=[C:7]2[C:11](=[CH:12][CH:13]=1)[NH:10][C:9]([C:14]([O:16][CH2:17][CH3:18])=[O:15])=[CH:8]2.ClC1C=C(C=CC=1)[C:26]([O:28]O)=[O:27].FC(F)(F)C(O)=O.